Dataset: Forward reaction prediction with 1.9M reactions from USPTO patents (1976-2016). Task: Predict the product of the given reaction. (1) Given the reactants [C:1]([C:5]1[CH:33]=[CH:32][C:8]([C:9]([NH:11][C:12]2[CH:28]=[CH:27][C:26]([N+:29]([O-])=O)=[CH:25][C:13]=2[C:14]([NH:16][C:17]2[CH:22]=[CH:21][C:20]([O:23][CH3:24])=[CH:19][CH:18]=2)=[O:15])=[O:10])=[CH:7][CH:6]=1)([CH3:4])([CH3:3])[CH3:2].C(OCC)(=O)C, predict the reaction product. The product is: [C:1]([C:5]1[CH:33]=[CH:32][C:8]([C:9]([NH:11][C:12]2[CH:28]=[CH:27][C:26]([NH2:29])=[CH:25][C:13]=2[C:14]([NH:16][C:17]2[CH:22]=[CH:21][C:20]([O:23][CH3:24])=[CH:19][CH:18]=2)=[O:15])=[O:10])=[CH:7][CH:6]=1)([CH3:4])([CH3:2])[CH3:3]. (2) Given the reactants [CH3:1][C:2]1[CH:10]=[CH:9][CH:8]=[C:7]2[C:3]=1[CH:4]=[CH:5][NH:6]2.[H-].[Na+].I[CH3:14], predict the reaction product. The product is: [CH3:14][N:6]1[C:7]2[C:3](=[C:2]([CH3:1])[CH:10]=[CH:9][CH:8]=2)[CH:4]=[CH:5]1. (3) Given the reactants [CH3:1][NH:2][C:3]([C:5]1[C:14]2[C:9](=[C:10]([C@H:15]([CH3:24])[CH2:16][NH:17]C(=O)C(F)(F)F)[CH:11]=[CH:12][CH:13]=2)[N:8]=[CH:7][N:6]=1)=[O:4].C([O-])([O-])=O.[K+].[K+], predict the reaction product. The product is: [NH2:17][CH2:16][C@H:15]([C:10]1[CH:11]=[CH:12][CH:13]=[C:14]2[C:9]=1[N:8]=[CH:7][N:6]=[C:5]2[C:3]([NH:2][CH3:1])=[O:4])[CH3:24].